This data is from Reaction yield outcomes from USPTO patents with 853,638 reactions. The task is: Predict the reaction yield, written as a fraction of the theoretical maximum amount of product (1.0 means a 100% yield; for example, 0.34 means a 34% yield). (1) The reactants are C([O-])([O-])=O.[K+].[K+].Br[C:8]1[CH:15]=[CH:14][C:11]([C:12]#[N:13])=[CH:10][CH:9]=1.[F:16][C:17]1[CH:18]=[C:19]([OH:23])[CH:20]=[CH:21][CH:22]=1. The catalyst is CN(C=O)C. The product is [F:16][C:17]1[CH:18]=[C:19]([CH:20]=[CH:21][CH:22]=1)[O:23][C:8]1[CH:15]=[CH:14][C:11]([C:12]#[N:13])=[CH:10][CH:9]=1. The yield is 0.560. (2) The reactants are [C:1]1([C:7]2[O:11][N:10]=[C:9]([C:12]([OH:14])=O)[CH:8]=2)[CH:6]=[CH:5][CH:4]=[CH:3][CH:2]=1.C1N=CN(C(N2C=NC=C2)=O)C=1.[NH2:27][CH2:28][CH2:29][NH:30][C:31](=[O:37])[O:32][C:33]([CH3:36])([CH3:35])[CH3:34].CCN(C(C)C)C(C)C. The catalyst is C(Cl)Cl. The product is [C:1]1([C:7]2[O:11][N:10]=[C:9]([C:12]([NH:27][CH2:28][CH2:29][NH:30][C:31](=[O:37])[O:32][C:33]([CH3:35])([CH3:34])[CH3:36])=[O:14])[CH:8]=2)[CH:2]=[CH:3][CH:4]=[CH:5][CH:6]=1. The yield is 0.710. (3) The reactants are [Cl:1][C:2]1[CH:7]=[C:6]([N+:8]([O-])=O)[CH:5]=[CH:4][C:3]=1[CH2:11][C:12]([O:14][CH3:15])=[O:13].[NH4+].[Cl-]. The catalyst is C(O)C.O.[Fe]. The product is [NH2:8][C:6]1[CH:5]=[CH:4][C:3]([CH2:11][C:12]([O:14][CH3:15])=[O:13])=[C:2]([Cl:1])[CH:7]=1. The yield is 0.830. (4) The reactants are O=[C:2]1[CH:6]([C:7]([O:9]CC)=[O:8])[CH2:5][CH2:4][NH:3]1.F[B-](F)(F)F.C[O+](C)C.[C:21]([NH:24][NH2:25])(=O)[CH3:22]. The catalyst is ClCCl. The product is [CH3:22][C:21]1[N:3]2[CH2:4][CH2:5][CH:6]([C:7]([OH:9])=[O:8])[C:2]2=[N:25][N:24]=1. The yield is 0.110. (5) The reactants are [O:1]=[C:2]1[C:13]2[C:14]3[C:6](=[C:7]([C:44]4[CH:49]=[CH:48][CH:47]=[CH:46][CH:45]=4)[NH:8][C:9]=3[CH:10]=[C:11]([NH:15][C:16](=[O:43])[CH2:17][CH2:18][C:19]3[N:20]=[CH:21][N:22](C(C4C=CC=CC=4)(C4C=CC=CC=4)C4C=CC=CC=4)[CH:23]=3)[CH:12]=2)[CH:5]=[N:4][NH:3]1.[C:50]([OH:56])([C:52]([F:55])([F:54])[F:53])=[O:51]. The catalyst is C(Cl)Cl. The product is [F:53][C:52]([F:55])([F:54])[C:50]([OH:56])=[O:51].[NH:22]1[CH:23]=[C:19]([CH2:18][CH2:17][C:16]([NH:15][C:11]2[CH:12]=[C:13]3[C:2](=[O:1])[NH:3][N:4]=[CH:5][C:6]4=[C:7]([C:44]5[CH:49]=[CH:48][CH:47]=[CH:46][CH:45]=5)[NH:8][C:9]([CH:10]=2)=[C:14]34)=[O:43])[N:20]=[CH:21]1. The yield is 0.620. (6) The reactants are Br.[Cl:2][C:3]1[C:4]([CH2:32][N:33]2[CH2:38][CH2:37][CH2:36][C@H:35]([O:39][CH2:40][CH2:41][NH:42]C(=O)OCC3C=CC=CC=3)[CH2:34]2)=[C:5]([C:28]([F:31])([F:30])[F:29])[CH:6]=[C:7]2[C:12]=1[NH:11][C:10](=[O:13])[N:9]([CH2:14][C:15]1[CH:20]=[C:19]([Cl:21])[CH:18]=[CH:17][C:16]=1[S:22]([CH2:25][CH3:26])(=[O:24])=[O:23])[C:8]2=[O:27]. The catalyst is C(O)(=O)C.O.CS(C)=O. The product is [NH2:42][CH2:41][CH2:40][O:39][C@H:35]1[CH2:36][CH2:37][CH2:38][N:33]([CH2:32][C:4]2[C:3]([Cl:2])=[C:12]3[C:7]([C:8](=[O:27])[N:9]([CH2:14][C:15]4[CH:20]=[C:19]([Cl:21])[CH:18]=[CH:17][C:16]=4[S:22]([CH2:25][CH3:26])(=[O:23])=[O:24])[C:10](=[O:13])[NH:11]3)=[CH:6][C:5]=2[C:28]([F:29])([F:30])[F:31])[CH2:34]1. The yield is 0.600. (7) The catalyst is C(Cl)Cl.CO. The reactants are [OH:1][C:2]1[C:9]([C:10]2([CH3:13])[CH2:12][CH2:11]2)=[CH:8][CH:7]=[CH:6][C:3]=1[CH:4]=[O:5].[Br-:14].[Br-].[Br-].C([N+](CCCC)(CCCC)CCCC)CCC.C([N+](CCCC)(CCCC)CCCC)CCC.C([N+](CCCC)(CCCC)CCCC)CCC. The product is [Br:14][C:7]1[CH:8]=[C:9]([C:10]2([CH3:13])[CH2:11][CH2:12]2)[C:2]([OH:1])=[C:3]([CH:6]=1)[CH:4]=[O:5]. The yield is 0.910. (8) The reactants are [C:1]([O:5][C:6]([N:8]1[CH2:13][CH2:12][CH2:11][CH:10]([C:14]2[CH:19]=[CH:18][C:17]([NH:20][C:21]3[N:26]=[C:25]([CH2:27][CH2:28][C:29]4[CH:34]=[CH:33][CH:32]=[CH:31][C:30]=4[CH2:35][C:36]([O-])=[O:37])[C:24]([C:39]([F:42])([F:41])[F:40])=[CH:23][N:22]=3)=[CH:16][CH:15]=2)[CH2:9]1)=[O:7])([CH3:4])([CH3:3])[CH3:2].[Li+].O[N:45]1C2C=CC=CC=2N=N1.CCN=C=NCCCN(C)C.C(N(CC)C(C)C)(C)C.C(=O)([O-])[O-].[NH4+].[NH4+]. The catalyst is C1COCC1.CN(C=O)C. The product is [NH2:45][C:36](=[O:37])[CH2:35][C:30]1[CH:31]=[CH:32][CH:33]=[CH:34][C:29]=1[CH2:28][CH2:27][C:25]1[C:24]([C:39]([F:40])([F:41])[F:42])=[CH:23][N:22]=[C:21]([NH:20][C:17]2[CH:18]=[CH:19][C:14]([CH:10]3[CH2:11][CH2:12][CH2:13][N:8]([C:6]([O:5][C:1]([CH3:4])([CH3:2])[CH3:3])=[O:7])[CH2:9]3)=[CH:15][CH:16]=2)[N:26]=1. The yield is 0.770.